This data is from Full USPTO retrosynthesis dataset with 1.9M reactions from patents (1976-2016). The task is: Predict the reactants needed to synthesize the given product. (1) Given the product [OH:14][CH2:13][C:12]([NH:11][C:10]1[C:5]2[S:4][C:3](=[O:2])[NH:25][C:6]=2[N:7]=[C:8]([S:17][CH2:18][C:19]2[CH:20]=[CH:21][CH:22]=[CH:23][CH:24]=2)[N:9]=1)([CH3:15])[CH3:16], predict the reactants needed to synthesize it. The reactants are: C[O:2][C:3]1[S:4][C:5]2[C:10]([NH:11][C:12]([CH3:16])([CH3:15])[CH2:13][OH:14])=[N:9][C:8]([S:17][CH2:18][C:19]3[CH:24]=[CH:23][CH:22]=[CH:21][CH:20]=3)=[N:7][C:6]=2[N:25]=1.O. (2) The reactants are: [CH3:1][C:2]1[CH:7]=[C:6]([N+:8]([O-])=O)[CH:5]=[C:4]([N+:11]([O-])=O)[C:3]=1[NH:14][C:15](=[O:17])[CH3:16]. Given the product [NH2:11][C:4]1[CH:5]=[C:6]([NH2:8])[CH:7]=[C:2]([CH3:1])[C:3]=1[NH:14][C:15](=[O:17])[CH3:16], predict the reactants needed to synthesize it. (3) Given the product [CH2:1]([C:3]1[N:4]([C:28]2[CH:33]=[CH:32][C:31]([O:34][CH:47]3[CH2:43][CH2:44][CH:45]([OH:48])[CH2:46]3)=[CH:30][CH:29]=2)[C:5](=[O:27])[C:6]([CH2:12][C:13]2[CH:18]=[CH:17][C:16]([C:19]3[CH:24]=[CH:23][CH:22]=[CH:21][C:20]=3[C:25]3[NH:69][C:70](=[O:71])[O:72][N:26]=3)=[CH:15][CH:14]=2)=[C:7]([CH2:9][CH2:10][CH3:11])[N:8]=1)[CH3:2], predict the reactants needed to synthesize it. The reactants are: [CH2:1]([C:3]1[N:4]([C:28]2[CH:33]=[CH:32][C:31]([OH:34])=[CH:30][CH:29]=2)[C:5](=[O:27])[C:6]([CH2:12][C:13]2[CH:18]=[CH:17][C:16]([C:19]3[C:20]([C:25]#[N:26])=[CH:21][CH:22]=[CH:23][CH:24]=3)=[CH:15][CH:14]=2)=[C:7]([CH2:9][CH2:10][CH3:11])[N:8]=1)[CH3:2].[Si](O[CH:43]1[CH2:47][CH2:46][CH:45]([OH:48])[CH2:44]1)(C(C)(C)C)(C)C.C1(P(C2C=CC=CC=2)C2C=CC=CC=2)C=CC=CC=1.[N:69]([C:70]([O:72]C(C)C)=[O:71])=[N:69][C:70]([O:72]C(C)C)=[O:71].